Dataset: Full USPTO retrosynthesis dataset with 1.9M reactions from patents (1976-2016). Task: Predict the reactants needed to synthesize the given product. (1) Given the product [CH3:22][C:18]1[N:17]=[C:16]([NH:15][C:10]2[C:9]([NH2:8])=[CH:14][CH:13]=[CH:12][CH:11]=2)[CH:21]=[CH:20][CH:19]=1, predict the reactants needed to synthesize it. The reactants are: C1(C(C2C=CC=CC=2)=[N:8][C:9]2[C:10]([NH:15][C:16]3[CH:21]=[CH:20][CH:19]=[C:18]([CH3:22])[N:17]=3)=[CH:11][CH:12]=[CH:13][CH:14]=2)C=CC=CC=1.Cl. (2) Given the product [ClH:35].[NH2:1][CH2:2][C:3]1[CH:4]=[C:5]([C:9]2[CH:14]=[C:13]([C:15]#[N:16])[CH:12]=[C:11]([O:17][C:18]3[N:23]=[C:22]([C:24]4[CH:32]=[CH:31][CH:30]=[CH:29][C:25]=4[C:26]([OH:28])=[O:27])[C:21]([F:33])=[CH:20][C:19]=3[F:34])[CH:10]=2)[CH:6]=[CH:7][CH:8]=1, predict the reactants needed to synthesize it. The reactants are: [NH2:1][CH2:2][C:3]1[CH:4]=[C:5]([C:9]2[CH:14]=[C:13]([C:15]#[N:16])[CH:12]=[C:11]([O:17][C:18]3[N:23]=[C:22]([C:24]4[CH:32]=[CH:31][CH:30]=[CH:29][C:25]=4[C:26]([OH:28])=[O:27])[C:21]([F:33])=[CH:20][C:19]=3[F:34])[CH:10]=2)[CH:6]=[CH:7][CH:8]=1.[ClH:35]. (3) Given the product [C:37]([O:40][C:41](=[O:42])[NH:1][CH2:4][C:5]1[CH:10]=[CH:9][C:8]([N+:11]([O-:13])=[O:12])=[C:7]([O:14][CH3:15])[CH:6]=1)([CH3:39])([CH3:38])[CH3:36], predict the reactants needed to synthesize it. The reactants are: [N:1]([CH2:4][C:5]1[CH:10]=[CH:9][C:8]([N+:11]([O-:13])=[O:12])=[C:7]([O:14][CH3:15])[CH:6]=1)=[N+]=[N-].C1(P(C2C=CC=CC=2)C2C=CC=CC=2)C=CC=CC=1.O.[CH3:36][C:37]([O:40][C:41](O[C:41]([O:40][C:37]([CH3:39])([CH3:38])[CH3:36])=[O:42])=[O:42])([CH3:39])[CH3:38].